Dataset: Full USPTO retrosynthesis dataset with 1.9M reactions from patents (1976-2016). Task: Predict the reactants needed to synthesize the given product. (1) Given the product [C:1]1([C:7]2[O:11][C:10]([NH:12][C:13]3[CH:14]=[CH:15][CH:16]=[C:17]4[C:22]=3[CH2:21][CH:20]([OH:23])[CH2:19][CH2:18]4)=[N:9][CH:8]=2)[CH:2]=[CH:3][CH:4]=[CH:5][CH:6]=1, predict the reactants needed to synthesize it. The reactants are: [C:1]1([C:7]2[O:11][C:10]([NH:12][C:13]3[CH:14]=[CH:15][CH:16]=[C:17]4[C:22]=3[CH2:21][C:20](=[O:23])[CH2:19][CH2:18]4)=[N:9][CH:8]=2)[CH:6]=[CH:5][CH:4]=[CH:3][CH:2]=1.FC(F)(F)C1C=CC(C2OC(NC3C=CC=C4C=3CC(=O)CC4)=NC=2)=CC=1. (2) Given the product [CH3:1][O:2][C:3]1[CH:4]=[C:5]([CH:17]=[CH:18][C:19]=1[O:20][CH2:21][C:22]1[N:23]=[C:24]([C:35]2[CH:34]=[CH:18][CH:19]=[CH:3][CH:4]=2)[O:25][C:26]=1[CH3:27])[CH2:6][O:7][C:8]1[C:13]([CH2:14][C:15]([OH:40])=[O:37])=[CH:12][CH:11]=[CH:10][N:9]=1, predict the reactants needed to synthesize it. The reactants are: [CH3:1][O:2][C:3]1[CH:4]=[C:5]([CH:17]=[CH:18][C:19]=1[O:20][CH2:21][C:22]1[N:23]=[C:24](C2C=CC=CC=2)[O:25][C:26]=1[CH3:27])[CH2:6][O:7][C:8]1[C:13]([CH2:14][C:15]#N)=[CH:12][CH:11]=[CH:10][N:9]=1.[CH2:34](O)[CH3:35].[OH-:37].[K+].Cl.[OH2:40]. (3) Given the product [CH2:1]([O:8][C:9]1[CH:14]=[CH:13][C:12]([C:15]2[O:23][N:24]=[C:17]([OH:19])[CH:16]=2)=[CH:11][CH:10]=1)[C:2]1[CH:7]=[CH:6][CH:5]=[CH:4][CH:3]=1, predict the reactants needed to synthesize it. The reactants are: [CH2:1]([O:8][C:9]1[CH:14]=[CH:13][C:12]([C:15]#[C:16][C:17]([O:19]CC)=O)=[CH:11][CH:10]=1)[C:2]1[CH:7]=[CH:6][CH:5]=[CH:4][CH:3]=1.Cl.[OH:23][NH2:24].[OH-].[K+].CO. (4) Given the product [Br:1][C:2]1[CH:3]=[C:4]([N:8]2[CH:13]=[CH:12][C:11](=[S:36])[C:10]([CH2:15][O:16][C:17]3[CH:18]=[C:19]4[C:24](=[CH:25][CH:26]=3)[N:23]=[CH:22][CH:21]=[CH:20]4)=[N:9]2)[CH:5]=[CH:6][CH:7]=1, predict the reactants needed to synthesize it. The reactants are: [Br:1][C:2]1[CH:3]=[C:4]([N:8]2[CH:13]=[CH:12][C:11](=O)[C:10]([CH2:15][O:16][C:17]3[CH:18]=[C:19]4[C:24](=[CH:25][CH:26]=3)[N:23]=[CH:22][CH:21]=[CH:20]4)=[N:9]2)[CH:5]=[CH:6][CH:7]=1.COC1C=CC(P2(SP(C3C=CC(OC)=CC=3)(=S)S2)=[S:36])=CC=1.